Task: Predict which catalyst facilitates the given reaction.. Dataset: Catalyst prediction with 721,799 reactions and 888 catalyst types from USPTO (1) Reactant: C(NC(C)C)(C)C.C([Li])CCC.[CH3:13][O:14][C:15](=[O:31])[CH2:16][C:17]1[CH:22]=[CH:21][C:20]([S:23]([CH3:26])(=[O:25])=[O:24])=[C:19]([S:27]([CH3:30])(=[O:29])=[O:28])[CH:18]=1.I[CH2:33][CH:34]1[CH2:38][CH2:37][CH2:36][CH2:35]1. Product: [CH3:13][O:14][C:15](=[O:31])[CH:16]([C:17]1[CH:22]=[CH:21][C:20]([S:23]([CH3:26])(=[O:24])=[O:25])=[C:19]([S:27]([CH3:30])(=[O:29])=[O:28])[CH:18]=1)[CH2:33][CH:34]1[CH2:38][CH2:37][CH2:36][CH2:35]1. The catalyst class is: 544. (2) Reactant: [CH3:1][N:2]1[C:6]([C:7]2[CH:12]=[CH:11][CH:10]=[C:9]([NH2:13])[CH:8]=2)=[N:5][N:4]=[N:3]1.N1C(C)=CC=CC=1C.Cl[C:23]([O:25][C:26]1[CH:31]=[CH:30][CH:29]=[CH:28][CH:27]=1)=[O:24].Cl. Product: [C:26]1([O:25][C:23](=[O:24])[NH:13][C:9]2[CH:10]=[CH:11][CH:12]=[C:7]([C:6]3[N:2]([CH3:1])[N:3]=[N:4][N:5]=3)[CH:8]=2)[CH:31]=[CH:30][CH:29]=[CH:28][CH:27]=1. The catalyst class is: 426.